From a dataset of Full USPTO retrosynthesis dataset with 1.9M reactions from patents (1976-2016). Predict the reactants needed to synthesize the given product. Given the product [NH2:36][C:35]1[C:30]([C:28](/[N:27]=[C:25]2/[NH:26][C:22]3([CH2:39][CH2:40][N:19]([C:17](=[O:18])[CH2:16][CH2:15][C:12]4[CH:11]=[CH:10][C:9]([O:8][CH2:7][C:6]([OH:41])=[O:5])=[CH:14][CH:13]=4)[CH2:20][CH2:21]3)[CH2:23][NH:24]/2)=[O:29])=[N:31][C:32]([Cl:38])=[C:33]([NH2:37])[N:34]=1.[ClH:42], predict the reactants needed to synthesize it. The reactants are: C([O:5][C:6](=[O:41])[CH2:7][O:8][C:9]1[CH:14]=[CH:13][C:12]([CH2:15][CH2:16][C:17]([N:19]2[CH2:40][CH2:39][C:22]3([NH:26]/[C:25](=[N:27]/[C:28]([C:30]4[C:35]([NH2:36])=[N:34][C:33]([NH2:37])=[C:32]([Cl:38])[N:31]=4)=[O:29])/[NH:24][CH2:23]3)[CH2:21][CH2:20]2)=[O:18])=[CH:11][CH:10]=1)(C)(C)C.[ClH:42].